This data is from Full USPTO retrosynthesis dataset with 1.9M reactions from patents (1976-2016). The task is: Predict the reactants needed to synthesize the given product. (1) Given the product [C:1]([O:5][C:6]([N:8]1[CH2:14][CH2:13][C:12]2[C:15]([S:20][CH:30]([C:27]3[CH:28]=[CH:29][C:24]([F:23])=[CH:25][CH:26]=3)[CH3:31])=[C:16]([Cl:19])[CH:17]=[CH:18][C:11]=2[CH2:10][CH2:9]1)=[O:7])([CH3:4])([CH3:2])[CH3:3], predict the reactants needed to synthesize it. The reactants are: [C:1]([O:5][C:6]([N:8]1[CH2:14][CH2:13][C:12]2[C:15]([SH:20])=[C:16]([Cl:19])[CH:17]=[CH:18][C:11]=2[CH2:10][CH2:9]1)=[O:7])([CH3:4])([CH3:3])[CH3:2].[H-].[Na+].[F:23][C:24]1[CH:29]=[CH:28][C:27]([CH:30](Br)[CH3:31])=[CH:26][CH:25]=1.O. (2) Given the product [Br:1][C:2]1[CH:3]=[C:4]([O:10][CH2:11][O:12][CH2:13][CH3:14])[CH:5]=[CH:6][C:7]=1[CH2:8][CH3:9], predict the reactants needed to synthesize it. The reactants are: [Br:1][C:2]1[CH:3]=[C:4]([OH:10])[CH:5]=[CH:6][C:7]=1[CH2:8][CH3:9].[CH3:11][O:12][CH2:13][CH2:14]Cl. (3) Given the product [CH2:1]([N:5]1[C:10](=[O:11])[NH:9][CH:8]([O:24][CH3:23])[C:7]([C:12]2[CH:13]=[CH:14][C:15]([Cl:18])=[CH:16][CH:17]=2)=[N:6]1)[CH2:2][CH2:3][CH3:4], predict the reactants needed to synthesize it. The reactants are: [CH2:1]([N:5]1[C:10](=[O:11])[NH:9][CH2:8][C:7]([C:12]2[CH:17]=[CH:16][C:15]([Cl:18])=[CH:14][CH:13]=2)=[N:6]1)[CH2:2][CH2:3][CH3:4].C(C1C(=O)C(Cl)=C(Cl)[C:23](=[O:24])C=1C#N)#N. (4) Given the product [CH3:1][O:2][C:3](=[O:39])[CH2:4][CH2:5][NH:6][C:7]([C:9]1[S:10][C:11]([C:14]2([CH2:19][O:20][C:21]3[CH:26]=[C:25]([CH3:27])[C:24]([C:28]4[CH:29]=[CH:30][C:31]([C:34]([F:37])([F:36])[F:35])=[CH:32][CH:33]=4)=[C:23]([CH3:38])[CH:22]=3)[CH2:18][CH2:17][CH2:16][CH2:15]2)=[CH:12][CH:13]=1)=[O:8], predict the reactants needed to synthesize it. The reactants are: [CH3:1][O:2][C:3](=[O:39])[CH2:4][CH2:5][NH:6][C:7]([C:9]1[S:10][C:11]([C:14]2([CH2:19][O:20][C:21]3[CH:26]=[C:25]([CH3:27])[C:24]([C:28]4[CH:33]=[CH:32][C:31]([C:34]([F:37])([F:36])[F:35])=[CH:30][CH:29]=4)=[C:23]([CH3:38])[CH:22]=3)[CH2:18][CH:17]=[CH:16][CH2:15]2)=[CH:12][CH:13]=1)=[O:8]. (5) Given the product [CH2:30]([N:37]1[C:41](=[O:42])[C:40](=[C:43]2[N:47]([CH3:48])[C:46]3[CH:49]=[CH:50][CH:51]=[CH:52][C:45]=3[S:44]2)[S:39][C:38]1=[N:16][C:5]1[CH:6]=[C:7]([NH:8][C:9](=[O:13])[CH2:10][O:11][CH3:12])[CH:14]=[CH:15][C:4]=1[NH:3][CH2:1][CH3:2])[C:31]1[CH:32]=[CH:33][CH:34]=[CH:35][CH:36]=1, predict the reactants needed to synthesize it. The reactants are: [CH2:1]([NH:3][C:4]1[CH:15]=[CH:14][C:7]([NH:8][C:9](=[O:13])[CH2:10][O:11][CH3:12])=[CH:6][C:5]=1[N+:16]([O-])=O)[CH3:2].C1(C)C=CC(S([O-])(=O)=O)=CC=1.[CH2:30]([N:37]1[C:41](=[O:42])[C:40](=[C:43]2[N:47]([CH3:48])[C:46]3[CH:49]=[CH:50][CH:51]=[CH:52][C:45]=3[S:44]2)[S:39][CH2+:38]1SC)[C:31]1[CH:36]=[CH:35][CH:34]=[CH:33][CH:32]=1. (6) Given the product [ClH:44].[Cl:44][C:35]1[C:36]([C:40]([F:41])([F:42])[F:43])=[CH:37][CH:38]=[CH:39][C:34]=1[CH2:33][N:18]([CH2:19][CH:20]([C:27]1[CH:32]=[CH:31][CH:30]=[CH:29][CH:28]=1)[C:21]1[CH:22]=[CH:23][CH:24]=[CH:25][CH:26]=1)[CH2:17][CH2:16][CH2:15][O:14][C:10]1[CH:9]=[C:8]([CH:4]([CH2:3][OH:2])[CH2:5][OH:6])[CH:13]=[CH:12][CH:11]=1, predict the reactants needed to synthesize it. The reactants are: C[O:2][C:3](=O)[CH:4]([C:8]1[CH:13]=[CH:12][CH:11]=[C:10]([O:14][CH2:15][CH2:16][CH2:17][N:18]([CH2:33][C:34]2[CH:39]=[CH:38][CH:37]=[C:36]([C:40]([F:43])([F:42])[F:41])[C:35]=2[Cl:44])[CH2:19][CH:20]([C:27]2[CH:32]=[CH:31][CH:30]=[CH:29][CH:28]=2)[C:21]2[CH:26]=[CH:25][CH:24]=[CH:23][CH:22]=2)[CH:9]=1)[C:5](O)=[O:6].[H-].[Al+3].[Li+].[H-].[H-].[H-].C(OCC)(=O)C. (7) Given the product [Cl:27][C:28]1[CH:29]=[CH:30][C:31]([C:23]2([CH2:24][I:25])[CH2:6][CH2:1][CH2:2]2)=[CH:32][CH:33]=1, predict the reactants needed to synthesize it. The reactants are: [C:1]1(P(C2C=CC=CC=2)C2C=CC=CC=2)[CH:6]=CC=C[CH:2]=1.N1[CH:24]=[CH:23]N=C1.[I:25]I.[Cl:27][C:28]1[CH:33]=[CH:32][C:31](C2(CO)CC2)=[CH:30][CH:29]=1. (8) Given the product [F:1][C:2]1[CH:3]=[C:4]2[C:5](=[CH:11][C:12]=1[F:13])[C:6](=[O:7])[NH:16][C:9]2=[O:8], predict the reactants needed to synthesize it. The reactants are: [F:1][C:2]1[CH:3]=[C:4]2[C:9](=O)[O:8][C:6](=[O:7])[C:5]2=[CH:11][C:12]=1[F:13].C([NH2:16])=O.